From a dataset of Full USPTO retrosynthesis dataset with 1.9M reactions from patents (1976-2016). Predict the reactants needed to synthesize the given product. (1) Given the product [CH3:1][C:2]([CH3:26])([CH3:25])[C:3]([O:5][CH2:6][N:7]1[C:15]2[N:14]=[CH:13][N:12]([CH2:16][C:17]3[CH:22]=[CH:21][CH:20]=[CH:19][CH:18]=3)[C:11]=2[C:10](=[O:23])[N:9]([CH3:27])[C:8]1=[O:24])=[O:4], predict the reactants needed to synthesize it. The reactants are: [CH3:1][C:2]([CH3:26])([CH3:25])[C:3]([O:5][CH2:6][N:7]1[C:15]2[N:14]=[CH:13][N:12]([CH2:16][C:17]3[CH:22]=[CH:21][CH:20]=[CH:19][CH:18]=3)[C:11]=2[C:10](=[O:23])[NH:9][C:8]1=[O:24])=[O:4].[C:27](=O)([O-])[O-].[K+].[K+].CI. (2) The reactants are: [N-:1]([S:9]([C:12]([F:15])([F:14])[F:13])(=[O:11])=[O:10])[S:2]([C:5]([F:8])([F:7])[F:6])(=[O:4])=[O:3].[Li+].[Br-].[CH3:18][N+:19]1[CH:23]=[CH:22][N:21]([CH2:24][CH2:25][CH2:26][CH2:27][CH2:28][CH2:29][CH2:30][CH2:31][CH2:32][CH3:33])[CH:20]=1.ClCCl. Given the product [N-:1]([S:2]([C:5]([F:8])([F:6])[F:7])(=[O:4])=[O:3])[S:9]([C:12]([F:15])([F:14])[F:13])(=[O:11])=[O:10].[CH3:18][N+:19]1[CH:23]=[CH:22][N:21]([CH2:24][CH2:25][CH2:26][CH2:27][CH2:28][CH2:29][CH2:30][CH2:31][CH2:32][CH3:33])[CH:20]=1, predict the reactants needed to synthesize it. (3) Given the product [N:19]1([C:17]2[CH:16]=[N:15][C:13]3[CH2:14][NH:8][CH2:9][CH2:10][O:11][C:12]=3[N:18]=2)[CH2:20][CH2:21][O:22][CH2:23][CH2:24]1, predict the reactants needed to synthesize it. The reactants are: C([N:8]1[CH2:14][C:13]2[N:15]=[CH:16][C:17]([N:19]3[CH2:24][CH2:23][O:22][CH2:21][CH2:20]3)=[N:18][C:12]=2[O:11][CH2:10][CH2:9]1)C1C=CC=CC=1. (4) Given the product [Cl:1][C:2]1[CH:3]=[C:4]([N:9]2[C:13]([CH3:14])=[CH:12][C:11]([O:15][CH2:16][CH2:17][N:18]3[CH2:22][CH2:21][CH:20]([NH2:23])[CH2:19]3)=[N:10]2)[CH:5]=[CH:6][C:7]=1[Cl:8], predict the reactants needed to synthesize it. The reactants are: [Cl:1][C:2]1[CH:3]=[C:4]([N:9]2[C:13]([CH3:14])=[CH:12][C:11]([O:15][CH2:16][CH2:17][N:18]3[CH2:22][CH2:21][CH:20]([NH:23]C(=O)C)[CH2:19]3)=[N:10]2)[CH:5]=[CH:6][C:7]=1[Cl:8].Cl.[OH-].[Na+]. (5) Given the product [CH3:21][C:20]([CH3:23])([CH3:22])[C:24]#[C:25][C:27]1[CH:36]=[C:35]2[C:30]([CH:31]3[CH2:37][CH:34]2[CH2:33][CH2:32]3)=[CH:29][C:28]=1[CH:38]=[O:39], predict the reactants needed to synthesize it. The reactants are: C1(P(C2C=CC=CC=2)C2C=CC=CC=2)C=CC=CC=1.[C:20]([C:24]#[CH:25])([CH3:23])([CH3:22])[CH3:21].Br[C:27]1[CH:36]=[C:35]2[C:30]([CH:31]3[CH2:37][CH:34]2[CH2:33][CH2:32]3)=[CH:29][C:28]=1[CH:38]=[O:39]. (6) Given the product [NH2:1][C:2]1[N:7]=[CH:6][C:5]([C:13]#[CH:14])=[CH:4][N:3]=1, predict the reactants needed to synthesize it. The reactants are: [NH2:1][C:2]1[N:7]=[CH:6][C:5](I)=[CH:4][N:3]=1.[Si]([C:13]#[CH:14])(C)(C)C.C(=O)([O-])[O-].[K+].[K+].C.